This data is from Catalyst prediction with 721,799 reactions and 888 catalyst types from USPTO. The task is: Predict which catalyst facilitates the given reaction. (1) The catalyst class is: 12. Product: [ClH:1].[ClH:1].[ClH:1].[ClH:1].[ClH:1].[NH2:67][C@H:48]1[CH2:47][C:46]2[CH:75]=[C:42]([CH:43]=[CH:44][C:45]=2[OH:76])[C:41]2=[CH:77][C:37](=[CH:38][CH:39]=[CH:40]2)[CH2:36][C@@H:35]([C:33]([NH:32][C@H:20]([C:19]([NH:18][CH2:17][C@@H:16]([NH2:15])[CH2:79][CH2:80][CH2:81][NH2:82])=[O:78])[CH2:21][CH2:22][CH2:23][NH2:24])=[O:34])[NH:53][C:52](=[O:54])[C@H:51]([CH2:55][CH2:56][CH2:57][NH2:58])[NH:50][C:49]1=[O:66]. Reactant: [ClH:1].O1CCOCC1.C(OC([NH:15][C@@H:16]([CH2:79][CH2:80][CH2:81][NH:82]C(OC(C)(C)C)=O)[CH2:17][NH:18][C:19](=[O:78])[C@@H:20]([NH:32][C:33]([C@H:35]1[NH:53][C:52](=[O:54])[C@H:51]([CH2:55][CH2:56][CH2:57][NH:58]C(OC(C)(C)C)=O)[NH:50][C:49](=[O:66])[C@@H:48]([NH:67]C(OC(C)(C)C)=O)[CH2:47][C:46]2[CH:75]=[C:42]([CH:43]=[CH:44][C:45]=2[OH:76])[C:41]2=[CH:77][C:37](=[CH:38][CH:39]=[CH:40]2)[CH2:36]1)=[O:34])[CH2:21][CH2:22][CH2:23][NH:24]C(=O)OC(C)(C)C)=O)(C)(C)C. (2) Reactant: [ClH:1].[CH3:2][O:3][C:4]([C:6]1([NH2:12])[CH2:11][CH2:10][CH2:9][CH2:8][CH2:7]1)=[O:5].O.ON1[C:19]2[CH:20]=[CH:21][CH:22]=[CH:23][C:18]=2N=N1.[ClH:24].CN(C)[CH2:27][CH2:28][CH2:29][N:30]=[C:31]=[N:32][CH2:33][CH3:34].[C:36](=[O:39])([O-])O.[Na+]. Product: [Cl:1][C:18]1[CH:23]=[CH:22][CH:21]=[CH:20][C:19]=1[C:34]1[CH:33]=[N:32][C:31]2[N:30]([N:12]=[CH:6][C:4]=2[C:36](=[O:39])[NH:12][C:6]2([C:4]([O:3][CH3:2])=[O:5])[CH2:7][CH2:8][CH2:9][CH2:10][CH2:11]2)[C:29]=1[C:28]1[CH:27]=[CH:10][C:9]([Cl:24])=[CH:8][CH:7]=1. The catalyst class is: 236. (3) Product: [O:1]=[C:2]1[N:6]([CH:7]2[CH2:12][CH2:11][O:10][CH2:9][CH2:8]2)[CH2:5][CH:4]([C:13]2[CH:14]=[C:15]([CH3:19])[CH:16]=[CH:17][CH:18]=2)[N:3]1[CH:20]1[CH2:25][CH2:24][N:23]([CH2:26][C:27]2[CH:28]=[CH:29][C:30]([O:33][C:34]3[CH:41]=[CH:40][C:37]([C:38]([NH2:39])=[O:43])=[CH:36][CH:35]=3)=[N:31][CH:32]=2)[CH2:22][CH2:21]1. Reactant: [O:1]=[C:2]1[N:6]([CH:7]2[CH2:12][CH2:11][O:10][CH2:9][CH2:8]2)[CH2:5][CH:4]([C:13]2[CH:14]=[C:15]([CH3:19])[CH:16]=[CH:17][CH:18]=2)[N:3]1[CH:20]1[CH2:25][CH2:24][N:23]([CH2:26][C:27]2[CH:28]=[CH:29][C:30]([O:33][C:34]3[CH:41]=[CH:40][C:37]([C:38]#[N:39])=[CH:36][CH:35]=3)=[N:31][CH:32]=2)[CH2:22][CH2:21]1.C(O)(C(F)(F)F)=[O:43]. The catalyst class is: 82. (4) Reactant: [OH:1][CH2:2][CH:3]1[CH2:7][CH2:6][N:5]([C:8]2[CH:15]=[C:14]([O:16][CH3:17])[CH:13]=[CH:12][C:9]=2[CH:10]=[O:11])[CH2:4]1.N1C=CN=C1.[C:23]([Si:27](Cl)([CH3:29])[CH3:28])([CH3:26])([CH3:25])[CH3:24].[Cl-].[NH4+]. Product: [Si:27]([O:1][CH2:2][CH:3]1[CH2:7][CH2:6][N:5]([C:8]2[CH:15]=[C:14]([O:16][CH3:17])[CH:13]=[CH:12][C:9]=2[CH:10]=[O:11])[CH2:4]1)([C:23]([CH3:26])([CH3:25])[CH3:24])([CH3:29])[CH3:28]. The catalyst class is: 3. (5) Reactant: C(=O)([O-])[O-].[K+].[K+].Br[CH2:8][C:9]1[C:10]([Cl:17])=[N:11][C:12]([Cl:16])=[CH:13][C:14]=1[CH3:15].[NH2:18][CH2:19][CH:20]([CH:22]1[CH2:24][CH2:23]1)[OH:21]. Product: [CH:22]1([CH:20]([OH:21])[CH2:19][NH:18][CH2:8][C:9]2[C:10]([Cl:17])=[N:11][C:12]([Cl:16])=[CH:13][C:14]=2[CH3:15])[CH2:24][CH2:23]1. The catalyst class is: 23. (6) Reactant: [OH:1][C@@H:2]1[C@@:19]2([CH3:20])[C:6](=[CH:7][CH:8]=[C:9]3[C@@H:18]2[CH2:17][CH2:16][C@@:14]2([CH3:15])[C@H:10]3[CH2:11][CH:12]=[C:13]2[CH2:21][O:22][CH2:23][C:24]#[C:25][C:26]([OH:29])([CH3:28])[CH3:27])[CH2:5][C@@H:4]([OH:30])[CH2:3]1.N1C2C(=CC=CC=2)C=CC=1. Product: [OH:1][C@@H:2]1[C@@:19]2([CH3:20])[C:6](=[CH:7][CH:8]=[C:9]3[C@@H:18]2[CH2:17][CH2:16][C@@:14]2([CH3:15])[C@H:10]3[CH2:11][CH:12]=[C:13]2[CH2:21][O:22]/[CH:23]=[CH:24]\[CH2:25][C:26]([OH:29])([CH3:28])[CH3:27])[CH2:5][C@@H:4]([OH:30])[CH2:3]1. The catalyst class is: 43.